This data is from Full USPTO retrosynthesis dataset with 1.9M reactions from patents (1976-2016). The task is: Predict the reactants needed to synthesize the given product. (1) Given the product [Br:1][C:13]1[CH:14]=[C:15]([C:16]([O:18][CH3:19])=[O:17])[C:10](=[O:9])[NH:11][C:12]=1[C:20]([F:21])([F:23])[F:22], predict the reactants needed to synthesize it. The reactants are: [Br:1]N1C(=O)CCC1=O.[O:9]=[C:10]1[C:15]([C:16]([O:18][CH3:19])=[O:17])=[CH:14][CH:13]=[C:12]([C:20]([F:23])([F:22])[F:21])[NH:11]1.O. (2) Given the product [N:9]1[C:8]2[C:3](=[CH:4][CH:5]=[CH:6][N:7]=2)[C:2]([OH:1])=[CH:11][CH:10]=1, predict the reactants needed to synthesize it. The reactants are: [OH:1][C:2]1[C:11](C(O)=O)=[CH:10][N:9]=[C:8]2[C:3]=1[CH:4]=[CH:5][C:6](C(O)=O)=[N:7]2. (3) Given the product [C:4]([O:11][C:10](=[O:12])[C@@H:2]([CH2:3][C:4]1[CH:9]=[CH:8][CH:7]=[CH:6][CH:5]=1)[NH2:1])([CH3:9])([CH3:5])[CH3:3], predict the reactants needed to synthesize it. The reactants are: [NH2:1][C@@H:2]([C:10]([OH:12])=[O:11])[CH2:3][C:4]1[CH:9]=[CH:8][CH:7]=[CH:6][CH:5]=1.